Dataset: Peptide-MHC class II binding affinity with 134,281 pairs from IEDB. Task: Regression. Given a peptide amino acid sequence and an MHC pseudo amino acid sequence, predict their binding affinity value. This is MHC class II binding data. (1) The binding affinity (normalized) is 0.480. The peptide sequence is KGSNDHYLALLVKYA. The MHC is DRB1_0901 with pseudo-sequence DRB1_0901. (2) The peptide sequence is RRGVRSLSNKIKQKT. The MHC is DRB1_0801 with pseudo-sequence DRB1_0801. The binding affinity (normalized) is 0.490. (3) The peptide sequence is AAGAATTAAGAASGA. The MHC is HLA-DPA10301-DPB10402 with pseudo-sequence HLA-DPA10301-DPB10402. The binding affinity (normalized) is 0. (4) The peptide sequence is GPTSDEAGPAVAEQL. The MHC is HLA-DQA10101-DQB10501 with pseudo-sequence HLA-DQA10101-DQB10501. The binding affinity (normalized) is 0.139. (5) The peptide sequence is SAHCIGITDRDFIEG. The MHC is DRB1_1101 with pseudo-sequence DRB1_1101. The binding affinity (normalized) is 0.